The task is: Predict the product of the given reaction.. This data is from Forward reaction prediction with 1.9M reactions from USPTO patents (1976-2016). Given the reactants Cl[C:2]1[N:7]=[C:6]([C:8]2[CH:15]=[CH:14][C:11]([C:12]#[N:13])=[CH:10][CH:9]=2)[C:5]([Cl:16])=[CH:4][N:3]=1.[CH2:17]1[C@@H:21]2[CH2:22][NH:23][CH2:24][C@@H:20]2[CH2:19][N:18]1[C:25]([O:27][C:28]([CH3:31])([CH3:30])[CH3:29])=[O:26].CCN(C(C)C)C(C)C, predict the reaction product. The product is: [Cl:16][C:5]1[C:6]([C:8]2[CH:15]=[CH:14][C:11]([C:12]#[N:13])=[CH:10][CH:9]=2)=[N:7][C:2]([N:23]2[CH2:22][C@@H:21]3[CH2:17][N:18]([C:25]([O:27][C:28]([CH3:31])([CH3:30])[CH3:29])=[O:26])[CH2:19][C@@H:20]3[CH2:24]2)=[N:3][CH:4]=1.